Predict the reactants needed to synthesize the given product. From a dataset of Full USPTO retrosynthesis dataset with 1.9M reactions from patents (1976-2016). (1) Given the product [Cl:1][C:2]1[N:7]=[CH:6][N+:5]([O-:19])=[C:4]2[CH2:8][CH2:9][CH2:10][C:3]=12, predict the reactants needed to synthesize it. The reactants are: [Cl:1][C:2]1[C:3]2[CH2:10][CH2:9][CH2:8][C:4]=2[N:5]=[CH:6][N:7]=1.C1C=C(Cl)C=C(C(OO)=[O:19])C=1. (2) Given the product [CH3:22][O:1][CH:2]1[CH2:7][C:6]([N+:14]([O-:16])=[O:15])([C:8]2[CH:13]=[CH:12][CH:11]=[CH:10][CH:9]=2)[CH2:5][N:4]([CH3:17])[C:3]1=[O:18], predict the reactants needed to synthesize it. The reactants are: [OH:1][CH:2]1[CH2:7][C:6]([N+:14]([O-:16])=[O:15])([C:8]2[CH:13]=[CH:12][CH:11]=[CH:10][CH:9]=2)[CH2:5][N:4]([CH3:17])[C:3]1=[O:18].[H-].[Na+].I[CH3:22].O. (3) Given the product [F:9][C:7]1[CH:6]=[C:5]([C@H:10]2[CH2:14][CH2:13][CH2:12][N:11]2[C:16]2[CH:21]=[CH:20][N:19]3[N:22]=[CH:23][C:24]([C:25]([OH:27])=[O:26])=[C:18]3[CH:17]=2)[CH:4]=[C:3]([F:2])[CH:8]=1, predict the reactants needed to synthesize it. The reactants are: Cl.[F:2][C:3]1[CH:4]=[C:5]([C@H:10]2[CH2:14][CH2:13][CH2:12][NH:11]2)[CH:6]=[C:7]([F:9])[CH:8]=1.Br[C:16]1[CH:21]=[CH:20][N:19]2[N:22]=[CH:23][C:24]([C:25]([O:27]CC)=[O:26])=[C:18]2[CH:17]=1. (4) Given the product [CH3:22][C:23]1[N:30]=[C:29]([CH3:31])[C:28]([C:32]2[CH:41]=[CH:40][C:39]3[C:34](=[CH:35][CH:36]=[C:37]([CH2:42][CH2:43][N:44]4[CH2:48][CH2:47][CH2:46][C@H:45]4[CH3:49])[CH:38]=3)[N:33]=2)=[CH:27][C:24]=1[C:25]([NH2:26])=[O:3], predict the reactants needed to synthesize it. The reactants are: C(C1C(C)=NC(C)=C(C=1)C#N)(=[O:3])C.S1C=CN=C1C(=O)C.[CH3:22][C:23]1[N:30]=[C:29]([CH3:31])[C:28]([C:32]2[CH:41]=[CH:40][C:39]3[C:34](=[CH:35][CH:36]=[C:37]([CH2:42][CH2:43][N:44]4[CH2:48][CH2:47][CH2:46][C@H:45]4[CH3:49])[CH:38]=3)[N:33]=2)=[CH:27][C:24]=1[C:25]#[N:26]. (5) Given the product [CH3:28][NH:32][C:9]1[CH:10]=[CH:11][C:12]2[O:16][C:15]([C:17]3[CH:18]=[CH:19][CH:20]=[CH:21][CH:22]=3)=[N:14][C:13]=2[CH:23]=1, predict the reactants needed to synthesize it. The reactants are: C[Si](C)(C)CCOC(=O)NC[C:9]1[CH:10]=[CH:11][C:12]2[O:16][C:15]([C:17]3[CH:22]=[CH:21][CH:20]=[CH:19][CH:18]=3)=[N:14][C:13]=2[CH:23]=1.[F-].[CH2:28]([N+:32](CCCC)(CCCC)CCCC)CCC. (6) Given the product [NH:1]1[C:5]2[CH:6]=[CH:7][CH:8]=[CH:9][C:4]=2[N:3]=[C:2]1[S:10][C:11]1[O:15][C:14]([C:16]([OH:23])=[O:17])=[CH:13][CH:12]=1, predict the reactants needed to synthesize it. The reactants are: [NH:1]1[C:5]2[CH:6]=[CH:7][CH:8]=[CH:9][C:4]=2[N:3]=[C:2]1[S:10][C:11]1[O:15][C:14]([CH:16]=[O:17])=[CH:13][CH:12]=1.CC(=CC)C.[O-:23]Cl=O.[Na+]. (7) Given the product [CH3:1][N:2]1[CH2:7][CH2:6][N:5]([S:8]([C:11]2[CH:12]=[C:13]([CH:17]=[CH:18][CH:19]=2)[C:14]([O:16][CH3:25])=[O:15])(=[O:10])=[O:9])[CH2:4][CH2:3]1, predict the reactants needed to synthesize it. The reactants are: [CH3:1][N:2]1[CH2:7][CH2:6][N:5]([S:8]([C:11]2[CH:12]=[C:13]([CH:17]=[CH:18][CH:19]=2)[C:14]([OH:16])=[O:15])(=[O:10])=[O:9])[CH2:4][CH2:3]1.S(=O)(=O)(O)O.[CH3:25]O. (8) Given the product [Cl:25][C:26]1[N:30]2[CH:31]=[C:32]([C:39]3[O:40][CH:41]=[CH:42][CH:43]=3)[CH:33]=[C:34]([C:35]([F:38])([F:37])[F:36])[C:29]2=[N:28][C:27]=1[C:44]([N:51]1[CH2:52][CH2:53][N:48]([CH3:47])[CH2:49][CH:50]1[C:54]1[CH:55]=[CH:56][CH:57]=[CH:58][CH:59]=1)=[O:45], predict the reactants needed to synthesize it. The reactants are: CN(C(ON1N=NC2C=CC=NC1=2)=[N+](C)C)C.F[P-](F)(F)(F)(F)F.[Cl:25][C:26]1[N:30]2[CH:31]=[C:32]([C:39]3[O:40][CH:41]=[CH:42][CH:43]=3)[CH:33]=[C:34]([C:35]([F:38])([F:37])[F:36])[C:29]2=[N:28][C:27]=1[C:44](O)=[O:45].[CH3:47][N:48]1[CH2:53][CH2:52][NH:51][CH:50]([C:54]2[CH:59]=[CH:58][CH:57]=[CH:56][CH:55]=2)[CH2:49]1.